Dataset: Full USPTO retrosynthesis dataset with 1.9M reactions from patents (1976-2016). Task: Predict the reactants needed to synthesize the given product. (1) Given the product [C:4]([O:8][C:9](=[O:24])[NH:10][C@@H:11]1[CH2:16][CH2:15][CH2:14][CH2:13][C@H:12]1[N:17]1[CH:21]=[CH:20][C:19]([CH2:22][CH3:25])=[CH:18]1)([CH3:7])([CH3:6])[CH3:5], predict the reactants needed to synthesize it. The reactants are: C[Mg]Cl.[C:4]([O:8][C:9](=[O:24])[NH:10][C@@H:11]1[CH2:16][CH2:15][CH2:14][CH2:13][C@H:12]1[N:17]1[CH:21]=[CH:20][C:19]([CH:22]=O)=[CH:18]1)([CH3:7])([CH3:6])[CH3:5].[CH2:25]([SiH](CC)CC)C.FC(F)(F)C(O)=O. (2) The reactants are: [CH2:1]([NH:4][C:5]([N:7]([CH2:16][C:17]1[CH:22]=[CH:21][CH:20]=[CH:19][CH:18]=1)[NH:8]C(OC(C)(C)C)=O)=[O:6])[CH2:2][CH3:3].[CH3:23][S:24]([OH:27])(=[O:26])=[O:25]. Given the product [CH3:23][S:24]([OH:27])(=[O:26])=[O:25].[CH2:1]([NH:4][C:5]([N:7]([CH2:16][C:17]1[CH:18]=[CH:19][CH:20]=[CH:21][CH:22]=1)[NH2:8])=[O:6])[CH2:2][CH3:3], predict the reactants needed to synthesize it. (3) Given the product [CH2:7]([O:9][C:10](=[O:31])[CH2:11][CH2:12][CH2:13][CH2:14][CH2:15][CH2:16][N:17]([C:24]1[CH:29]=[CH:28][C:27]([O:30][CH3:1])=[CH:26][N:25]=1)[C:18]1[CH:23]=[CH:22][CH:21]=[CH:20][N:19]=1)[CH3:8], predict the reactants needed to synthesize it. The reactants are: [C:1]([O-])([O-])=O.[K+].[K+].[CH2:7]([O:9][C:10](=[O:31])[CH2:11][CH2:12][CH2:13][CH2:14][CH2:15][CH2:16][N:17]([C:24]1[CH:29]=[CH:28][C:27]([OH:30])=[CH:26][N:25]=1)[C:18]1[CH:23]=[CH:22][CH:21]=[CH:20][N:19]=1)[CH3:8].CI.CCOC(C)=O. (4) Given the product [Br:16][C:10]1[N:9]=[C:8]([CH:11]2[CH2:12][C:13](=[O:15])[CH2:14]2)[N:4]2[CH:5]=[CH:6][N:7]=[C:2]([Cl:1])[C:3]=12, predict the reactants needed to synthesize it. The reactants are: [Cl:1][C:2]1[C:3]2[N:4]([C:8]([CH:11]3[CH2:14][C:13](=[O:15])[CH2:12]3)=[N:9][CH:10]=2)[CH:5]=[CH:6][N:7]=1.[Br:16]N1C(=O)CCC1=O.O. (5) Given the product [Cl:1][C:2]1[CH:3]=[C:4]([C:9]2([C:16]([F:19])([F:18])[F:17])[O:13][N:12]=[C:11]([CH:14]=[N:20][OH:21])[CH2:10]2)[CH:5]=[C:6]([Cl:8])[CH:7]=1, predict the reactants needed to synthesize it. The reactants are: [Cl:1][C:2]1[CH:3]=[C:4]([C:9]2([C:16]([F:19])([F:18])[F:17])[O:13][N:12]=[C:11]([CH:14]=O)[CH2:10]2)[CH:5]=[C:6]([Cl:8])[CH:7]=1.[NH2:20][OH:21]. (6) Given the product [CH3:1][C:2]1[CH:43]=[CH:42][C:5]([C:6]([O:8][C@H:9]2[C:13]([Cl:14])([Cl:15])[CH:12]([N:16]3[CH:21]=[CH:20][C:19]([NH2:22])=[N:18][C:17]3=[O:31])[O:11][C@@H:10]2[CH2:32][O:33][C:34](=[O:41])[C:35]2[CH:36]=[CH:37][C:38]([CH3:44])=[CH:39][CH:40]=2)=[O:7])=[CH:4][CH:3]=1, predict the reactants needed to synthesize it. The reactants are: [CH3:1][C:2]1[CH:43]=[CH:42][C:5]([C:6]([O:8][C@H:9]2[C:13]([Cl:15])([Cl:14])[CH:12]([N:16]3[CH:21]=[CH:20][C:19]([NH:22]C(=O)C4C=CC=CC=4)=[N:18][C:17]3=[O:31])[O:11][C@@H:10]2[CH2:32][O:33][C:34](=[O:41])[C:35]2[CH:40]=[CH:39][CH:38]=[CH:37][CH:36]=2)=[O:7])=[CH:4][CH:3]=1.[C:44](O)(=O)C. (7) Given the product [CH3:16][O:15][C:12]1[CH:13]=[CH:14][C:9]([O:8][C:6]2[CH:7]=[C:2]([N:27]3[CH2:26][C@@H:25]4[CH2:30][C@H:28]3[CH2:29][N:24]4[C:22]([O:21][C:17]([CH3:20])([CH3:19])[CH3:18])=[O:23])[CH:3]=[N:4][CH:5]=2)=[CH:10][CH:11]=1, predict the reactants needed to synthesize it. The reactants are: Br[C:2]1[CH:3]=[N:4][CH:5]=[C:6]([O:8][C:9]2[CH:14]=[CH:13][C:12]([O:15][CH3:16])=[CH:11][CH:10]=2)[CH:7]=1.[C:17]([O:21][C:22]([N:24]1[CH2:29][C@@H:28]2[CH2:30][C@H:25]1[CH2:26][NH:27]2)=[O:23])([CH3:20])([CH3:19])[CH3:18].C1(C2C3C(=CC=CC=3)C=CC=2)C2C(=CC=CC=2)C=CC=1.CC(C)([O-])C.[Na+].[Cl-].[Na+]. (8) Given the product [Cl:20][C:21]1[C:26]([C:9]2[CH:10]=[CH:11][C:12]([CH2:15][C:16]([OH:18])=[O:17])=[CH:13][CH:14]=2)=[N:25][CH:24]=[CH:23][N:22]=1, predict the reactants needed to synthesize it. The reactants are: CC1(C)C(C)(C)OB([C:9]2[CH:14]=[CH:13][C:12]([CH2:15][C:16]([OH:18])=[O:17])=[CH:11][CH:10]=2)O1.[Cl:20][C:21]1[C:26](Cl)=[N:25][CH:24]=[CH:23][N:22]=1.C1(P(C2CCCCC2)C2CCCCC2)CCCCC1.P([O-])([O-])([O-])=O.[K+].[K+].[K+].